Dataset: Full USPTO retrosynthesis dataset with 1.9M reactions from patents (1976-2016). Task: Predict the reactants needed to synthesize the given product. (1) Given the product [F:48][C:49]1[C:50]([C@@H:55]([NH:56][C:11]([C:8]2[CH:7]=[CH:6][C:5]([C:3]([OH:2])=[O:4])=[CH:10][N:9]=2)=[O:13])[C:57]2[CH:62]=[CH:61][C:60]([C:63]([F:66])([F:64])[F:65])=[CH:59][CH:58]=2)=[N:51][CH:52]=[CH:53][CH:54]=1, predict the reactants needed to synthesize it. The reactants are: C[O:2][C:3]([C:5]1[CH:6]=[CH:7][C:8]([C:11]([OH:13])=O)=[N:9][CH:10]=1)=[O:4].CN(C(ON1N=NC2C=CC=NC1=2)=[N+](C)C)C.F[P-](F)(F)(F)(F)F.CCN(C(C)C)C(C)C.Cl.[F:48][C:49]1[C:50]([C@H:55]([C:57]2[CH:62]=[CH:61][C:60]([C:63]([F:66])([F:65])[F:64])=[CH:59][CH:58]=2)[NH2:56])=[N:51][CH:52]=[CH:53][CH:54]=1.Cl.FC(F)(F)C1C=CC([C@@H](C2C(C(F)(F)F)=CC=CN=2)N)=CC=1. (2) Given the product [ClH:41].[NH2:1][CH2:2][CH2:3][S:4][CH2:5][S:6]([NH:9][CH2:10][C:11]1([C:29]2[CH:30]=[CH:31][CH:32]=[CH:33][CH:34]=2)[S:15][C:14]([NH:16][C:17](=[O:22])[C:18]([CH3:19])([CH3:20])[CH3:21])=[N:13][N:12]1[C:23](=[O:28])[C:24]([CH3:27])([CH3:25])[CH3:26])(=[O:8])=[O:7], predict the reactants needed to synthesize it. The reactants are: [NH2:1][CH2:2][CH2:3][S:4][CH2:5][S:6]([NH:9][CH2:10][C:11]1([C:29]2[CH:34]=[CH:33][CH:32]=[CH:31][CH:30]=2)[S:15][C:14]([NH:16][C:17](=[O:22])[C:18]([CH3:21])([CH3:20])[CH3:19])=[N:13][N:12]1[C:23](=[O:28])[C:24]([CH3:27])([CH3:26])[CH3:25])(=[O:8])=[O:7].C(OCC)(=O)C.[ClH:41]. (3) The reactants are: [NH4+:1].[Cl-].C[Al](C)C.[C:7]1([C:13]2([CH2:19][C:20]#[N:21])[CH2:18][CH2:17][CH2:16][CH2:15][CH2:14]2)[CH:12]=[CH:11][CH:10]=[CH:9][CH:8]=1. Given the product [C:7]1([C:13]2([CH2:19][C:20]([NH2:1])=[NH:21])[CH2:18][CH2:17][CH2:16][CH2:15][CH2:14]2)[CH:12]=[CH:11][CH:10]=[CH:9][CH:8]=1, predict the reactants needed to synthesize it. (4) Given the product [CH3:22][N:8]([C@H:9]([C:10]([N:65]1[CH2:70][CH2:69][O:68][CH2:67][CH2:66]1)=[O:12])[C:13]([CH3:21])([C:15]1[CH:16]=[CH:17][CH:18]=[CH:19][CH:20]=1)[CH3:14])[C:6](=[O:7])[O:5][C:1]([CH3:3])([CH3:4])[CH3:2], predict the reactants needed to synthesize it. The reactants are: [C:1]([O:5][C:6]([N:8]([CH3:22])[C@@H:9]([C:13]([CH3:21])([C:15]1[CH:20]=[CH:19][CH:18]=[CH:17][CH:16]=1)[CH3:14])[C:10]([OH:12])=O)=[O:7])([CH3:4])([CH3:3])[CH3:2].F[P-](F)(F)(F)(F)F.N1(O[P+](N2CCCC2)(N2CCCC2)N2CCCC2)C2C=CC=CC=2N=N1.C(N(C(C)C)CC)(C)C.[NH:65]1[CH2:70][CH2:69][O:68][CH2:67][CH2:66]1. (5) Given the product [CH2:16]([N:9]1[C:10]2=[N:11][CH:12]=[CH:13][CH:14]=[C:15]2[C:7]([C:5]2[CH:4]=[CH:3][N:31]=[C:29]([NH:28][C:24]3[CH:23]=[C:22]([CH:27]=[CH:26][CH:25]=3)[C:20]#[N:21])[N:30]=2)=[CH:8]1)[CH3:17], predict the reactants needed to synthesize it. The reactants are: CN(C)/[CH:3]=[CH:4]/[C:5]([C:7]1[C:15]2[C:10](=[N:11][CH:12]=[CH:13][CH:14]=2)[N:9]([CH2:16][CH3:17])[CH:8]=1)=O.Cl.[C:20]([C:22]1[CH:23]=[C:24]([NH:28][C:29]([NH2:31])=[NH:30])[CH:25]=[CH:26][CH:27]=1)#[N:21]. (6) The reactants are: [CH2:1]([O:8][C:9]1[CH:14]=[C:13]([O:15][CH3:16])[CH:12]=[CH:11][C:10]=1[CH2:17][CH:18]([OH:21])[CH2:19][OH:20])[C:2]1[CH:7]=[CH:6][CH:5]=[CH:4][CH:3]=1.[C:22]1([CH3:32])[CH:27]=[CH:26][C:25]([S:28](Cl)(=[O:30])=[O:29])=[CH:24][CH:23]=1. Given the product [CH3:32][C:22]1[CH:27]=[CH:26][C:25]([S:28]([O:20][CH2:19][CH:18]([OH:21])[CH2:17][C:10]2[CH:11]=[CH:12][C:13]([O:15][CH3:16])=[CH:14][C:9]=2[O:8][CH2:1][C:2]2[CH:3]=[CH:4][CH:5]=[CH:6][CH:7]=2)(=[O:30])=[O:29])=[CH:24][CH:23]=1, predict the reactants needed to synthesize it. (7) Given the product [CH2:1]([O:8][C:9]1[CH:32]=[CH:31][C:30]([Br:33])=[CH:29][C:10]=1[CH2:11][CH2:12][N:13]([C:16]1[CH:21]=[CH:20][C:19]([C:22]([OH:24])=[O:23])=[CH:18][N:17]=1)[CH2:14][CH3:15])[C:2]1[CH:3]=[CH:4][CH:5]=[CH:6][CH:7]=1, predict the reactants needed to synthesize it. The reactants are: [CH2:1]([O:8][C:9]1[CH:32]=[CH:31][C:30]([Br:33])=[CH:29][C:10]=1[CH2:11][CH2:12][N:13]([C:16]1[CH:21]=[CH:20][C:19]([C:22]([O:24]C(C)(C)C)=[O:23])=[CH:18][N:17]=1)[CH2:14][CH3:15])[C:2]1[CH:7]=[CH:6][CH:5]=[CH:4][CH:3]=1.FC(F)(F)C(O)=O. (8) The reactants are: Br[C:2]1[CH:7]=[CH:6][C:5]([CH:8]2[O:13][CH2:12][CH2:11][N:10]([C:14]([O:16][C:17]([CH3:20])([CH3:19])[CH3:18])=[O:15])[CH2:9]2)=[CH:4][CH:3]=1.[F:21][C:22]([F:33])([F:32])[C:23]1[CH:24]=[CH:25][C:26]([C:29]([NH2:31])=[O:30])=[N:27][CH:28]=1.C(=O)([O-])[O-].[Cs+].[Cs+].CNCCNC. Given the product [C:17]([O:16][C:14]([N:10]1[CH2:11][CH2:12][O:13][CH:8]([C:5]2[CH:6]=[CH:7][C:2]([NH:31][C:29]([C:26]3[CH:25]=[CH:24][C:23]([C:22]([F:32])([F:21])[F:33])=[CH:28][N:27]=3)=[O:30])=[CH:3][CH:4]=2)[CH2:9]1)=[O:15])([CH3:20])([CH3:19])[CH3:18], predict the reactants needed to synthesize it.